This data is from NCI-60 drug combinations with 297,098 pairs across 59 cell lines. The task is: Regression. Given two drug SMILES strings and cell line genomic features, predict the synergy score measuring deviation from expected non-interaction effect. (1) Drug 1: CN1CCC(CC1)COC2=C(C=C3C(=C2)N=CN=C3NC4=C(C=C(C=C4)Br)F)OC. Drug 2: CCC(=C(C1=CC=CC=C1)C2=CC=C(C=C2)OCCN(C)C)C3=CC=CC=C3.C(C(=O)O)C(CC(=O)O)(C(=O)O)O. Cell line: OVCAR-4. Synergy scores: CSS=9.24, Synergy_ZIP=-0.208, Synergy_Bliss=0.352, Synergy_Loewe=-2.44, Synergy_HSA=0.477. (2) Drug 1: C1=CN(C=N1)CC(O)(P(=O)(O)O)P(=O)(O)O. Drug 2: B(C(CC(C)C)NC(=O)C(CC1=CC=CC=C1)NC(=O)C2=NC=CN=C2)(O)O. Cell line: OVCAR3. Synergy scores: CSS=62.3, Synergy_ZIP=3.49, Synergy_Bliss=2.69, Synergy_Loewe=-32.9, Synergy_HSA=-1.75. (3) Drug 1: CNC(=O)C1=CC=CC=C1SC2=CC3=C(C=C2)C(=NN3)C=CC4=CC=CC=N4. Drug 2: CCC1(C2=C(COC1=O)C(=O)N3CC4=CC5=C(C=CC(=C5CN(C)C)O)N=C4C3=C2)O.Cl. Cell line: MCF7. Synergy scores: CSS=12.1, Synergy_ZIP=-1.41, Synergy_Bliss=3.50, Synergy_Loewe=-4.96, Synergy_HSA=2.04. (4) Drug 1: CC1=C(C=C(C=C1)C(=O)NC2=CC(=CC(=C2)C(F)(F)F)N3C=C(N=C3)C)NC4=NC=CC(=N4)C5=CN=CC=C5. Drug 2: CC(C)CN1C=NC2=C1C3=CC=CC=C3N=C2N. Cell line: U251. Synergy scores: CSS=-9.15, Synergy_ZIP=2.60, Synergy_Bliss=-2.71, Synergy_Loewe=-8.41, Synergy_HSA=-7.40.